Dataset: Peptide-MHC class II binding affinity with 134,281 pairs from IEDB. Task: Regression. Given a peptide amino acid sequence and an MHC pseudo amino acid sequence, predict their binding affinity value. This is MHC class II binding data. The binding affinity (normalized) is 0.443. The peptide sequence is GNRELYIGDLRTKMF. The MHC is DRB1_0101 with pseudo-sequence DRB1_0101.